Task: Predict the product of the given reaction.. Dataset: Forward reaction prediction with 1.9M reactions from USPTO patents (1976-2016) Given the reactants [CH2:1]([O:3][C:4]([C:6]1[NH:7][C:8]2[C:13]([CH:14]=1)=[CH:12][CH:11]=[CH:10][CH:9]=2)=[O:5])[CH3:2].Br[CH2:16][C:17]([NH:19][C:20]1[CH:25]=[CH:24][C:23]([Cl:26])=[CH:22][CH:21]=1)=[O:18], predict the reaction product. The product is: [CH2:1]([O:3][C:4]([C:6]1[N:7]([CH2:16][C:17](=[O:18])[NH:19][C:20]2[CH:25]=[CH:24][C:23]([Cl:26])=[CH:22][CH:21]=2)[C:8]2[C:13]([CH:14]=1)=[CH:12][CH:11]=[CH:10][CH:9]=2)=[O:5])[CH3:2].